Dataset: NCI-60 drug combinations with 297,098 pairs across 59 cell lines. Task: Regression. Given two drug SMILES strings and cell line genomic features, predict the synergy score measuring deviation from expected non-interaction effect. Drug 1: CCCS(=O)(=O)NC1=C(C(=C(C=C1)F)C(=O)C2=CNC3=C2C=C(C=N3)C4=CC=C(C=C4)Cl)F. Drug 2: C1=CC(=CC=C1CCC2=CNC3=C2C(=O)NC(=N3)N)C(=O)NC(CCC(=O)O)C(=O)O. Cell line: EKVX. Synergy scores: CSS=-0.753, Synergy_ZIP=1.22, Synergy_Bliss=0.975, Synergy_Loewe=-3.57, Synergy_HSA=-2.50.